From a dataset of Peptide-MHC class I binding affinity with 185,985 pairs from IEDB/IMGT. Regression. Given a peptide amino acid sequence and an MHC pseudo amino acid sequence, predict their binding affinity value. This is MHC class I binding data. (1) The peptide sequence is SSCSSCPLSKI. The MHC is HLA-B18:01 with pseudo-sequence HLA-B18:01. The binding affinity (normalized) is 0. (2) The peptide sequence is AQIGIFAPV. The MHC is HLA-C04:01 with pseudo-sequence HLA-C04:01. The binding affinity (normalized) is 0.213.